Dataset: Forward reaction prediction with 1.9M reactions from USPTO patents (1976-2016). Task: Predict the product of the given reaction. (1) Given the reactants [N:1]1([C:7]2[CH:12]=[CH:11][C:10]([C:13]([N:15]3[C:21]4[CH:22]=[CH:23][CH:24]=[CH:25][C:20]=4[CH2:19][N:18]4[C:26]([C:29](=[O:34])C(Cl)(Cl)Cl)=[CH:27][CH:28]=[C:17]4[CH2:16]3)=[O:14])=[CH:9][C:8]=2[S:35]([NH2:38])(=[O:37])=[O:36])[CH2:6][CH2:5][O:4][CH2:3][CH2:2]1.[NH2:39][CH2:40][C:41]1[CH:42]=[N:43][CH:44]=[CH:45][CH:46]=1.O, predict the reaction product. The product is: [OH2:4].[NH2:38][S:35]([C:8]1[CH:9]=[C:10]([CH:11]=[CH:12][C:7]=1[N:1]1[CH2:6][CH2:5][O:4][CH2:3][CH2:2]1)[C:13]([N:15]1[C:21]2[CH:22]=[CH:23][CH:24]=[CH:25][C:20]=2[CH2:19][N:18]2[C:26]([C:29]([NH:39][CH2:40][C:41]3[CH:42]=[N:43][CH:44]=[CH:45][CH:46]=3)=[O:34])=[CH:27][CH:28]=[C:17]2[CH2:16]1)=[O:14])(=[O:37])=[O:36].[NH2:38][S:35]([C:8]1[CH:9]=[C:10]([CH:11]=[CH:12][C:7]=1[N:1]1[CH2:6][CH2:5][O:4][CH2:3][CH2:2]1)[C:13]([N:15]1[C:21]2[CH:22]=[CH:23][CH:24]=[CH:25][C:20]=2[CH2:19][N:18]2[C:26]([C:29]([NH:39][CH2:40][C:41]3[CH:42]=[N:43][CH:44]=[CH:45][CH:46]=3)=[O:34])=[CH:27][CH:28]=[C:17]2[CH2:16]1)=[O:14])(=[O:37])=[O:36]. (2) The product is: [C:12]([C:8]1[CH:7]=[C:6]([CH:11]=[CH:10][CH:9]=1)[O:5][CH2:4][CH2:3][CH2:2][N:29]1[CH2:30][CH2:31][CH:26]([C:22]2[CH:21]=[C:20]([NH:19][C:17](=[O:18])[CH:16]([CH3:15])[CH3:32])[CH:25]=[CH:24][CH:23]=2)[CH2:27][CH2:28]1)(=[O:14])[CH3:13]. Given the reactants Cl[CH2:2][CH2:3][CH2:4][O:5][C:6]1[CH:7]=[C:8]([C:12](=[O:14])[CH3:13])[CH:9]=[CH:10][CH:11]=1.[CH3:15][CH:16]([CH3:32])[C:17]([NH:19][C:20]1[CH:25]=[CH:24][CH:23]=[C:22]([CH:26]2[CH2:31][CH2:30][NH:29][CH2:28][CH2:27]2)[CH:21]=1)=[O:18], predict the reaction product.